This data is from Forward reaction prediction with 1.9M reactions from USPTO patents (1976-2016). The task is: Predict the product of the given reaction. (1) Given the reactants [CH2:1]([C:3]1[C:14]([F:15])=[CH:13][CH:12]=[C:11]([F:16])[C:4]=1[CH2:5][C:6]1[NH:7][CH2:8][CH2:9][N:10]=1)[CH3:2].C1(N(Cl)C(=O)N(Cl)C(=O)N1Cl)=O.C1CCN2C(=NCCC2)CC1, predict the reaction product. The product is: [CH2:1]([C:3]1[C:14]([F:15])=[CH:13][CH:12]=[C:11]([F:16])[C:4]=1[CH2:5][C:6]1[NH:10][CH:9]=[CH:8][N:7]=1)[CH3:2]. (2) Given the reactants C(OC(=O)COC1C=CC(Cl)=CC=1C#CC1C=NC=CC=1C)(C)(C)C.[C:26]([O:30][C:31](=[O:43])[CH2:32][O:33][C:34]1[CH:39]=[CH:38][C:37]([Cl:40])=[CH:36][C:35]=1[C:41]#[CH:42])([CH3:29])([CH3:28])[CH3:27].Br[C:45]1[CH:50]=[CH:49][C:48]([CH2:51][OH:52])=[CH:47][C:46]=1[F:53], predict the reaction product. The product is: [C:26]([O:30][C:31](=[O:43])[CH2:32][O:33][C:34]1[CH:39]=[CH:38][C:37]([Cl:40])=[CH:36][C:35]=1[C:41]#[C:42][C:45]1[CH:50]=[CH:49][C:48]([CH2:51][OH:52])=[CH:47][C:46]=1[F:53])([CH3:29])([CH3:28])[CH3:27]. (3) Given the reactants FC(F)(F)C(O)=O.[C:8]([NH:11][C:12]1[CH:13]=[C:14]([CH:18]2[CH2:23][CH2:22][N:21]([CH2:24][CH2:25][CH2:26][NH:27]C(=O)OC(C)(C)C)[CH2:20][CH2:19]2)[CH:15]=[CH:16][CH:17]=1)(=[O:10])[CH3:9].[OH-].[K+], predict the reaction product. The product is: [NH2:27][CH2:26][CH2:25][CH2:24][N:21]1[CH2:22][CH2:23][CH:18]([C:14]2[CH:13]=[C:12]([NH:11][C:8](=[O:10])[CH3:9])[CH:17]=[CH:16][CH:15]=2)[CH2:19][CH2:20]1. (4) Given the reactants [Br:1][C:2]1[CH:3]=[C:4]2[NH:10][CH2:9][C:8]([CH3:12])([CH3:11])[C:5]2=[N:6][CH:7]=1.Cl[C:14]1[C:23]2[C:18](=[CH:19][C:20]([F:24])=[CH:21][CH:22]=2)[N:17]=[C:16]([C:25]2[CH:30]=[CH:29][CH:28]=[CH:27][N:26]=2)[C:15]=1[CH3:31].Cl.O1CCOCC1, predict the reaction product. The product is: [Br:1][C:2]1[CH:3]=[C:4]2[N:10]([C:14]3[C:23]4[C:18](=[CH:19][C:20]([F:24])=[CH:21][CH:22]=4)[N:17]=[C:16]([C:25]4[CH:30]=[CH:29][CH:28]=[CH:27][N:26]=4)[C:15]=3[CH3:31])[CH2:9][C:8]([CH3:12])([CH3:11])[C:5]2=[N:6][CH:7]=1. (5) Given the reactants [C:1]([O:5][C:6]([N:8]1[C:16]2[C:11](=[CH:12][CH:13]=[CH:14][CH:15]=2)[CH:10]=[C:9]1B(O)O)=[O:7])([CH3:4])([CH3:3])[CH3:2].Br[C:21]1[CH:22]=[CH:23][C:24]([C:27]([NH2:29])=[O:28])=[N:25][CH:26]=1.C([O-])([O-])=O.[Na+].[Na+].O, predict the reaction product. The product is: [C:27]([C:24]1[N:25]=[CH:26][C:21]([C:9]2[N:8]([C:6]([O:5][C:1]([CH3:4])([CH3:3])[CH3:2])=[O:7])[C:16]3[C:11]([CH:10]=2)=[CH:12][CH:13]=[CH:14][CH:15]=3)=[CH:22][CH:23]=1)(=[O:28])[NH2:29]. (6) Given the reactants [C:1]([CH2:3][NH:4][C:5]([C@@H:7]1[CH2:12][CH2:11][CH2:10][CH2:9][C@H:8]1[CH2:13][S:14]([C:17]1[CH:22]=[CH:21][C:20]([S:23][CH2:24][CH2:25][NH:26]C(OC(C)(C)C)=O)=[CH:19][CH:18]=1)(=[O:16])=[O:15])=[O:6])#[N:2].[CH3:34][S:35]([OH:38])(=[O:37])=[O:36].CCOCC, predict the reaction product. The product is: [S:35]([OH:38])(=[O:37])(=[O:36])[CH3:34].[C:1]([CH2:3][NH:4][C:5]([C@@H:7]1[CH2:12][CH2:11][CH2:10][CH2:9][C@H:8]1[CH2:13][S:14]([C:17]1[CH:22]=[CH:21][C:20]([S:23][CH2:24][CH2:25][NH2:26])=[CH:19][CH:18]=1)(=[O:15])=[O:16])=[O:6])#[N:2].